From a dataset of Catalyst prediction with 721,799 reactions and 888 catalyst types from USPTO. Predict which catalyst facilitates the given reaction. (1) Reactant: Br[CH2:2][C:3]1[CH:26]=[CH:25][C:6]([C:7]([NH:9][N:10]([C:21]([CH3:24])([CH3:23])[CH3:22])[C:11](=[O:20])[C:12]2[CH:17]=[C:16]([CH3:18])[CH:15]=[C:14]([CH3:19])[CH:13]=2)=[O:8])=[CH:5][C:4]=1[B:27]1[O:31]C(C)(C)C(C)(C)[O:28]1.[CH3:36][NH2:37].O. Product: [C:21]([N:10]([C:11](=[O:20])[C:12]1[CH:17]=[C:16]([CH3:18])[CH:15]=[C:14]([CH3:19])[CH:13]=1)[NH:9][C:7]([C:6]1[CH:25]=[CH:26][C:3]([CH2:2][NH:37][CH3:36])=[C:4]([B:27]([OH:31])[OH:28])[CH:5]=1)=[O:8])([CH3:23])([CH3:22])[CH3:24]. The catalyst class is: 1. (2) Reactant: [OH:1][C:2]1[CH:3]=[C:4]2[C:9](=[CH:10][CH:11]=1)[CH:8]=[C:7]([C:12]1[CH:13]=[C:14]([CH:19]=[CH:20][CH:21]=1)[C:15]([O:17][CH3:18])=[O:16])[CH:6]=[CH:5]2.[Cl:22][C:23]1[CH:28]=[CH:27][CH:26]=[C:25]([Cl:29])[C:24]=1[C:30]1[C:34]([CH2:35]O)=[C:33]([CH:37]([CH3:39])[CH3:38])[O:32][N:31]=1.C1(P(C2C=CC=CC=2)C2C=CC=CC=2)C=CC=CC=1.N(C(OC(C)C)=O)=NC(OC(C)C)=O. Product: [Cl:29][C:25]1[CH:26]=[CH:27][CH:28]=[C:23]([Cl:22])[C:24]=1[C:30]1[C:34]([CH2:35][O:1][C:2]2[CH:3]=[C:4]3[C:9](=[CH:10][CH:11]=2)[CH:8]=[C:7]([C:12]2[CH:13]=[C:14]([CH:19]=[CH:20][CH:21]=2)[C:15]([O:17][CH3:18])=[O:16])[CH:6]=[CH:5]3)=[C:33]([CH:37]([CH3:39])[CH3:38])[O:32][N:31]=1. The catalyst class is: 4. (3) Reactant: [CH3:1][O:2][C:3]([C:5]1[C:9]([N+:10]([O-])=O)=[CH:8][N:7]([CH3:13])[N:6]=1)=[O:4].[H][H]. Product: [CH3:1][O:2][C:3]([C:5]1[C:9]([NH2:10])=[CH:8][N:7]([CH3:13])[N:6]=1)=[O:4]. The catalyst class is: 43. (4) Reactant: [Cl:1][C:2]1[CH:3]=[C:4]([CH2:9][N:10]2[CH:14]=[C:13]([N+:15]([O-])=O)[CH:12]=[N:11]2)[CH:5]=[CH:6][C:7]=1[Cl:8].O.O.Cl[Sn]Cl.O.C([O-])(O)=O.[Na+]. Product: [Cl:1][C:2]1[CH:3]=[C:4]([CH2:9][N:10]2[CH:14]=[C:13]([NH2:15])[CH:12]=[N:11]2)[CH:5]=[CH:6][C:7]=1[Cl:8]. The catalyst class is: 14. (5) Reactant: [Br:1][C:2]1[CH:7]=[CH:6][C:5]([C:8]([C:13]#N)([CH2:11][CH3:12])[CH2:9][CH3:10])=[CH:4][CH:3]=1.[H-].C([Al+]CC(C)C)C(C)C.C1(C)C=CC=CC=1.[Cl-].[NH4+].S(=O)(=O)(O)[OH:35]. Product: [Br:1][C:2]1[CH:7]=[CH:6][C:5]([C:8]([CH2:11][CH3:12])([CH:13]=[O:35])[CH2:9][CH3:10])=[CH:4][CH:3]=1. The catalyst class is: 442. (6) Reactant: Cl[C:2]1[N:7]=[C:6]([O:8][CH3:9])[N:5]=[C:4]([NH:10][CH2:11][CH2:12][C:13]2[CH:18]=[CH:17][C:16]([O:19][C:20]([F:23])([F:22])[F:21])=[CH:15][CH:14]=2)[CH:3]=1.[NH:24]1[CH2:29][CH2:28][O:27][CH2:26][CH2:25]1. Product: [CH3:9][O:8][C:6]1[N:5]=[C:4]([NH:10][CH2:11][CH2:12][C:13]2[CH:18]=[CH:17][C:16]([O:19][C:20]([F:23])([F:22])[F:21])=[CH:15][CH:14]=2)[CH:3]=[C:2]([N:24]2[CH2:29][CH2:28][O:27][CH2:26][CH2:25]2)[N:7]=1. The catalyst class is: 11.